From a dataset of Full USPTO retrosynthesis dataset with 1.9M reactions from patents (1976-2016). Predict the reactants needed to synthesize the given product. (1) The reactants are: [F:1][C:2]1[C:9]([O:10][CH3:11])=[CH:8][CH:7]=[CH:6][C:3]=1[CH:4]=O.C1COCC1.[OH2:17].Cl.[NH2:19]O. Given the product [F:1][C:2]1[C:9]([O:10][CH3:11])=[CH:8][CH:7]=[CH:6][C:3]=1[CH:4]=[N:19][OH:17], predict the reactants needed to synthesize it. (2) Given the product [C:8]([O:28][C:3]([NH:5][CH2:6][CH2:7][C:8]1[CH:9]=[CH:10][C:11]([S:14][C:15]2[CH:20]=[CH:19][N:18]=[C:17]([C:21]([O:23][CH3:24])=[O:22])[CH:16]=2)=[CH:12][CH:13]=1)=[O:4])([CH3:13])([CH3:9])[CH3:7], predict the reactants needed to synthesize it. The reactants are: FC(F)(F)[C:3]([NH:5][CH2:6][CH2:7][C:8]1[CH:13]=[CH:12][C:11]([S:14][C:15]2[CH:20]=[CH:19][N:18]=[C:17]([C:21]([O:23][CH2:24]C)=[O:22])[CH:16]=2)=[CH:10][CH:9]=1)=[O:4].[OH-:28].[Na+].Cl. (3) Given the product [O:1]=[C:2]1[C:7]2[N:8]=[C:9]([CH2:23][CH2:24][CH3:25])[N:10]([C:11]3[CH:18]=[CH:17][C:14]([C:15]([OH:32])=[O:26])=[CH:13][C:12]=3[C:19]([F:20])([F:21])[F:22])[C:6]=2[CH:5]=[CH:4][NH:3]1, predict the reactants needed to synthesize it. The reactants are: [O:1]=[C:2]1[C:7]2[N:8]=[C:9]([CH2:23][CH2:24][CH3:25])[N:10]([C:11]3[CH:18]=[CH:17][C:14]([C:15]#N)=[CH:13][C:12]=3[C:19]([F:22])([F:21])[F:20])[C:6]=2[CH:5]=[CH:4][NH:3]1.[OH-:26].[Na+].ClCCl.C[OH:32]. (4) Given the product [I:1][C:2]1[CH:9]=[CH:8][C:5]([CH2:6][N:15]2[CH2:16][CH2:17][CH:12]([O:11][CH3:10])[CH2:13][CH2:14]2)=[CH:4][CH:3]=1, predict the reactants needed to synthesize it. The reactants are: [I:1][C:2]1[CH:9]=[CH:8][C:5]([CH2:6]Br)=[CH:4][CH:3]=1.[CH3:10][O:11][CH:12]1[CH2:17][CH2:16][NH:15][CH2:14][CH2:13]1. (5) Given the product [Cl:15][C:16]1[CH:17]=[C:18]([CH2:19][N:12]2[CH:13]=[C:9]([B:4]3[O:5][C:6]([CH3:7])([CH3:8])[C:2]([CH3:14])([CH3:1])[O:3]3)[CH:10]=[N:11]2)[CH:21]=[CH:22][CH:23]=1, predict the reactants needed to synthesize it. The reactants are: [CH3:1][C:2]1([CH3:14])[C:6]([CH3:8])([CH3:7])[O:5][B:4]([C:9]2[CH:10]=[N:11][NH:12][CH:13]=2)[O:3]1.[Cl:15][C:16]1[CH:17]=[C:18]([CH:21]=[CH:22][CH:23]=1)[CH2:19]O.C1(P(C2C=CC=CC=2)C2C=CC=CC=2)C=CC=CC=1.N(C(OC(C)(C)C)=O)=NC(OC(C)(C)C)=O.